Dataset: Reaction yield outcomes from USPTO patents with 853,638 reactions. Task: Predict the reaction yield, written as a fraction of the theoretical maximum amount of product (1.0 means a 100% yield; for example, 0.34 means a 34% yield). (1) The reactants are [Br:1][C:2]1[CH:3]=[CH:4][C:5](I)=[C:6]([O:8][CH3:9])[CH:7]=1.[CH3:11][N:12]1[CH2:17][CH2:16][NH:15][CH2:14][CH2:13]1.C1C=CC2C(C3C(O)=CC=C4C=3C=CC=C4)=C(O)C=CC=2C=1.[O-]P([O-])([O-])=O.[K+].[K+].[K+]. The catalyst is [Cu]I.CN(C=O)C. The product is [Br:1][C:2]1[CH:3]=[CH:4][C:5]([N:15]2[CH2:16][CH2:17][N:12]([CH3:11])[CH2:13][CH2:14]2)=[C:6]([O:8][CH3:9])[CH:7]=1. The yield is 0.340. (2) The reactants are [CH3:1][O:2][C:3](=[O:15])[C:4]1[CH:9]=[C:8]([S:10]([CH3:13])(=[O:12])=[O:11])[CH:7]=[CH:6][C:5]=1I.[C:16]1([Sn](CCCC)(CCCC)CCCC)[CH:21]=[CH:20][CH:19]=[CH:18][CH:17]=1.C1([As](C2C=CC=CC=2)C2C=CC=CC=2)C=CC=CC=1. The catalyst is CN(C)C=O.C1C=CC(/C=C/C(/C=C/C2C=CC=CC=2)=O)=CC=1.C1C=CC(/C=C/C(/C=C/C2C=CC=CC=2)=O)=CC=1.C1C=CC(/C=C/C(/C=C/C2C=CC=CC=2)=O)=CC=1.[Pd].[Pd].[Cu](I)I. The product is [CH3:1][O:2][C:3]([C:4]1[C:5]([C:16]2[CH:21]=[CH:20][CH:19]=[CH:18][CH:17]=2)=[CH:6][CH:7]=[C:8]([S:10]([CH3:13])(=[O:12])=[O:11])[CH:9]=1)=[O:15]. The yield is 0.990. (3) The reactants are C([P:3]([CH2:6][CH2:7][C:8]1[CH:13]=[CH:12][C:11]([N+:14]([O-:16])=[O:15])=[C:10]([O:17][CH3:18])[CH:9]=1)(=[O:5])[O-:4])C. The catalyst is Cl. The product is [CH3:18][O:17][C:10]1[CH:9]=[C:8]([CH:13]=[CH:12][C:11]=1[N+:14]([O-:16])=[O:15])[CH2:7][CH2:6][PH:3](=[O:4])[OH:5]. The yield is 1.02. (4) The reactants are [NH2:1][CH:2]1[C:9](=[O:10])[N:8]2[CH:3]1[S:4][CH2:5][C:6]([CH3:27])=[C:7]2[C:11]([O:13][CH:14]([C:21]1[CH:26]=[CH:25][CH:24]=[CH:23][CH:22]=1)[C:15]1[CH:20]=[CH:19][CH:18]=[CH:17][CH:16]=1)=[O:12].[C:28]([O:32][C:33]([NH:35][C:36]1[S:37][C:38]([Cl:66])=[C:39]([C:41](=[N:45][O:46][C:47]([C:60]2[CH:65]=[CH:64][CH:63]=[CH:62][CH:61]=2)([C:54]2[CH:59]=[CH:58][CH:57]=[CH:56][CH:55]=2)[C:48]2[CH:53]=[CH:52][CH:51]=[CH:50][CH:49]=2)[C:42](O)=[O:43])[N:40]=1)=[O:34])([CH3:31])([CH3:30])[CH3:29].N1C=CC=CC=1.P(Cl)(Cl)(OCl)=O. The catalyst is ClCCl.C(OCC)(=O)C. The product is [C:28]([O:32][C:33]([NH:35][C:36]1[S:37][C:38]([Cl:66])=[C:39]([C:41](=[N:45][O:46][C:47]([C:48]2[CH:49]=[CH:50][CH:51]=[CH:52][CH:53]=2)([C:60]2[CH:65]=[CH:64][CH:63]=[CH:62][CH:61]=2)[C:54]2[CH:55]=[CH:56][CH:57]=[CH:58][CH:59]=2)[C:42]([NH:1][C@@H:2]2[C:9](=[O:10])[N:8]3[C@@H:3]2[S:4][CH2:5][C:6]([CH3:27])=[C:7]3[C:11]([O:13][CH:14]([C:21]2[CH:26]=[CH:25][CH:24]=[CH:23][CH:22]=2)[C:15]2[CH:20]=[CH:19][CH:18]=[CH:17][CH:16]=2)=[O:12])=[O:43])[N:40]=1)=[O:34])([CH3:31])([CH3:29])[CH3:30]. The yield is 0.669. (5) The product is [NH2:7][C:6]1[CH:8]=[C:9]([C:11]2[CH:12]=[N:13][NH:14][C:15]=2[CH3:16])[S:10][C:5]=1[C:4]([NH2:3])=[O:17]. The catalyst is CO. The yield is 0.950. The reactants are CC1(C)[NH:7][C:6]2[CH:8]=[C:9]([C:11]3[CH:12]=[N:13][NH:14][C:15]=3[CH3:16])[S:10][C:5]=2[C:4](=[O:17])[NH:3]1.Cl.C([O-])(O)=O.[Na+]. (6) The reactants are [H-].[Na+].CC1[N:8]=[C:7]([NH:9][C:10]2[CH:15]=[CH:14][CH:13]=[CH:12][N:11]=2)SN=1.[CH2:16]([O:18][C:19](=[O:28])[CH2:20][CH2:21][CH2:22][CH2:23][CH2:24][CH2:25][CH2:26]I)[CH3:17].O. The catalyst is CN(C=O)C. The product is [CH3:7][N:9]1[CH:10]=[CH:15][C:7]([N:9]([C:10]2[CH:15]=[CH:14][CH:13]=[CH:12][N:11]=2)[CH2:26][CH2:25][CH2:24][CH2:23][CH2:22][CH2:21][CH2:20][C:19]([O:18][CH2:16][CH3:17])=[O:28])=[N:8]1. The yield is 0.200. (7) The reactants are [C:1]([O:5][C:6](=O)[CH2:7][OH:8])(=O)[CH2:2][OH:3].[NH2:10][CH2:11][CH2:12][CH2:13][CH2:14][CH2:15][NH:16][C:17](=[O:23])[O:18][C:19]([CH3:22])([CH3:21])[CH3:20].C1C[O:27]CC1. No catalyst specified. The product is [CH3:21][C:19]([CH3:20])([O:18][C:17](=[O:23])[NH:16][CH2:15][CH2:14][CH2:13][CH2:12][CH2:11][NH:10][C:2](=[O:3])[CH2:1][O:5][CH2:6][C:7]([OH:8])=[O:27])[CH3:22]. The yield is 1.00.